From a dataset of NCI-60 drug combinations with 297,098 pairs across 59 cell lines. Regression. Given two drug SMILES strings and cell line genomic features, predict the synergy score measuring deviation from expected non-interaction effect. (1) Drug 2: C1CN1P(=S)(N2CC2)N3CC3. Cell line: A549. Synergy scores: CSS=47.9, Synergy_ZIP=-8.50, Synergy_Bliss=-1.30, Synergy_Loewe=-4.53, Synergy_HSA=1.61. Drug 1: C1=NC2=C(N1)C(=S)N=C(N2)N. (2) Drug 1: CCC1=CC2CC(C3=C(CN(C2)C1)C4=CC=CC=C4N3)(C5=C(C=C6C(=C5)C78CCN9C7C(C=CC9)(C(C(C8N6C)(C(=O)OC)O)OC(=O)C)CC)OC)C(=O)OC.C(C(C(=O)O)O)(C(=O)O)O. Drug 2: C1=CC=C(C(=C1)C(C2=CC=C(C=C2)Cl)C(Cl)Cl)Cl. Cell line: ACHN. Synergy scores: CSS=22.7, Synergy_ZIP=1.72, Synergy_Bliss=3.31, Synergy_Loewe=-18.0, Synergy_HSA=3.89. (3) Drug 1: C1=C(C(=O)NC(=O)N1)N(CCCl)CCCl. Drug 2: C1=NNC2=C1C(=O)NC=N2. Cell line: MOLT-4. Synergy scores: CSS=57.2, Synergy_ZIP=0.0721, Synergy_Bliss=0.0675, Synergy_Loewe=-12.7, Synergy_HSA=1.54. (4) Drug 1: C1=CN(C=N1)CC(O)(P(=O)(O)O)P(=O)(O)O. Drug 2: C(CN)CNCCSP(=O)(O)O. Cell line: CAKI-1. Synergy scores: CSS=1.87, Synergy_ZIP=3.53, Synergy_Bliss=3.53, Synergy_Loewe=3.10, Synergy_HSA=-0.0142. (5) Drug 1: CCC1=C2CN3C(=CC4=C(C3=O)COC(=O)C4(CC)O)C2=NC5=C1C=C(C=C5)O. Drug 2: COCCOC1=C(C=C2C(=C1)C(=NC=N2)NC3=CC=CC(=C3)C#C)OCCOC.Cl. Cell line: OVCAR3. Synergy scores: CSS=33.1, Synergy_ZIP=-5.74, Synergy_Bliss=-4.51, Synergy_Loewe=-24.4, Synergy_HSA=-1.24. (6) Drug 1: C1C(C(OC1N2C=NC(=NC2=O)N)CO)O. Drug 2: C1CCC(C(C1)N)N.C(=O)(C(=O)[O-])[O-].[Pt+4]. Cell line: NCI-H226. Synergy scores: CSS=12.2, Synergy_ZIP=-4.54, Synergy_Bliss=-0.815, Synergy_Loewe=1.01, Synergy_HSA=0.879.